This data is from Reaction yield outcomes from USPTO patents with 853,638 reactions. The task is: Predict the reaction yield, written as a fraction of the theoretical maximum amount of product (1.0 means a 100% yield; for example, 0.34 means a 34% yield). (1) The reactants are [Li+].CC([N-]C(C)C)C.[Cl:9][C:10]1[CH:15]=[C:14]([Cl:16])[N:13]=[CH:12][N:11]=1.[CH:17]1([CH:20]=[O:21])[CH2:19][CH2:18]1. The catalyst is C1COCC1. The product is [CH:17]1([CH:20]([C:15]2[C:10]([Cl:9])=[N:11][CH:12]=[N:13][C:14]=2[Cl:16])[OH:21])[CH2:19][CH2:18]1. The yield is 0.800. (2) The reactants are C1C=CC(P(C2C=CC=CC=2)C2C=CC=CC=2)=CC=1.CC(OC(/N=N/C(OC(C)C)=O)=O)C.[I:34][C:35]1[C:39]([C:40]([O:42][CH2:43][CH3:44])=[O:41])=[C:38]([C:45]([O:47][CH2:48][CH3:49])=[O:46])[NH:37][N:36]=1.O[C@H:51]1[CH2:55][O:54][CH2:53][C@@H:52]1[NH:56][C:57](=[O:63])[O:58][C:59]([CH3:62])([CH3:61])[CH3:60]. The catalyst is C1COCC1. The product is [C:59]([O:58][C:57]([NH:56][C@@H:52]1[CH2:53][O:54][CH2:55][C@@H:51]1[N:37]1[C:38]([C:45]([O:47][CH2:48][CH3:49])=[O:46])=[C:39]([C:40]([O:42][CH2:43][CH3:44])=[O:41])[C:35]([I:34])=[N:36]1)=[O:63])([CH3:62])([CH3:60])[CH3:61]. The yield is 0.810.